This data is from Catalyst prediction with 721,799 reactions and 888 catalyst types from USPTO. The task is: Predict which catalyst facilitates the given reaction. (1) Reactant: [Cl:1][C:2]1[C:3]([CH2:12][O:13][C:14]2[CH:15]=[N:16][C:17]([CH:21]3[CH2:23][CH2:22]3)=[C:18]([Cl:20])[CH:19]=2)=[CH:4][C:5]([F:11])=[C:6]([CH:10]=1)[C:7](O)=[O:8].[CH3:24][N:25]([C:27](ON1N=NC2C=CC=NC1=2)=[N+](C)C)C.F[P-](F)(F)(F)(F)F.C(N(C(C)C)CC)(C)C.CN[N:59](NC)[SH:60](=[O:62])=[O:61]. Product: [CH2:15]([NH:16][CH2:17][CH3:18])[CH3:14].[Cl:1][C:2]1[C:3]([CH2:12][O:13][C:14]2[CH:15]=[N:16][C:17]([CH:21]3[CH2:23][CH2:22]3)=[C:18]([Cl:20])[CH:19]=2)=[CH:4][C:5]([F:11])=[C:6]([CH:10]=1)[C:7]([NH:59][S:60]([N:25]([CH3:27])[CH3:24])(=[O:62])=[O:61])=[O:8]. The catalyst class is: 4. (2) Reactant: [Cl:1][C:2]1[CH:3]=[C:4]([CH:31]=[CH:32][CH:33]=1)[CH2:5][CH2:6][NH:7][C:8]1[N:13]=[C:12]([NH:14][C@@H:15]2[CH2:18][C@@H:17]([NH:19]C(=O)OC(C)(C)C)[C:16]2([CH3:28])[CH3:27])[C:11]([C:29]#[N:30])=[CH:10][N:9]=1.C(O)(C(F)(F)F)=O. Product: [NH2:19][C@@H:17]1[CH2:18][C@@H:15]([NH:14][C:12]2[C:11]([C:29]#[N:30])=[CH:10][N:9]=[C:8]([NH:7][CH2:6][CH2:5][C:4]3[CH:31]=[CH:32][CH:33]=[C:2]([Cl:1])[CH:3]=3)[N:13]=2)[C:16]1([CH3:28])[CH3:27]. The catalyst class is: 2. (3) Reactant: [C:1]1([N:7]2[C:12](=[O:13])[C:11]3[S:14][CH:15]=[C:16]([C:17]4[CH:22]=[CH:21][CH:20]=[CH:19][CH:18]=4)[C:10]=3[N:9]=[CH:8]2)[CH:6]=[CH:5][CH:4]=[CH:3][CH:2]=1.N[C:24]1C(C2C=CC=CC=2)=CSC=1C(OC)=O.C(OCC)(OCC)OCC.CC1CCCCC1N. Product: [CH3:24][CH:2]1[CH2:3][CH2:4][CH2:5][CH2:6][CH:1]1[N:7]1[C:12](=[O:13])[C:11]2[S:14][CH:15]=[C:16]([C:17]3[CH:18]=[CH:19][CH:20]=[CH:21][CH:22]=3)[C:10]=2[N:9]=[CH:8]1. The catalyst class is: 15. (4) Reactant: [Li]CCCC.Br[C:7]1[CH:18]=[CH:17][C:10]([CH2:11][N:12]2[CH2:16][CH2:15][CH2:14][CH2:13]2)=[C:9]([F:19])[CH:8]=1.[O:20]=[C:21]1[CH2:24][CH:23]([C:25]([OH:27])=O)[CH2:22]1.[CH2:28]([NH2:32])[CH:29]([CH3:31])[CH3:30].C(P1(=O)OP(CCC)(=O)OP(CCC)(=O)O1)CC. Product: [CH2:28]([NH:32][C:25]([CH:23]1[CH2:22][C:21]([C:7]2[CH:18]=[CH:17][C:10]([CH2:11][N:12]3[CH2:16][CH2:15][CH2:14][CH2:13]3)=[C:9]([F:19])[CH:8]=2)([OH:20])[CH2:24]1)=[O:27])[CH:29]([CH3:31])[CH3:30]. The catalyst class is: 1. (5) Reactant: C(OC(N1CCCCC1[C:14]1[N:22]2[C:17]([CH:18]=[N:19][C:20]([NH:23][C:24]3[CH:29]=[CH:28][C:27]([N:30]4[CH2:35][CH2:34][O:33][CH2:32][CH2:31]4)=[CH:26][CH:25]=3)=[N:21]2)=[CH:16][CH:15]=1)=O)(C)(C)C.F[C:37](F)(F)[C:38](O)=O. Product: [N:30]1([C:27]2[CH:26]=[CH:25][C:24]([NH:23][C:20]3[N:19]=[CH:18][C:17]4=[CH:16][CH:15]=[C:14]([C:16]5[CH2:17][CH2:18][NH:19][CH2:37][CH:38]=5)[N:22]4[N:21]=3)=[CH:29][CH:28]=2)[CH2:31][CH2:32][O:33][CH2:34][CH2:35]1. The catalyst class is: 2. (6) Reactant: Cl[C:2](=[N:8][OH:9])[C:3]([O:5][CH2:6][CH3:7])=[O:4].C(N(CC)CC)C.CO[C:19]([C:21]1[CH:26]=[CH:25][C:24]([C:27]([C:32]2[CH:45]=[CH:44][C:35]([O:36][CH2:37][C:38]3[CH:43]=[CH:42][CH:41]=[CH:40][N:39]=3)=[CH:34][CH:33]=2)([CH3:31])[CH:28]([CH3:30])[CH3:29])=[CH:23][CH:22]=1)=[CH2:20].C(O)(C(F)(F)F)=O. Product: [CH3:31][C:27]([C:24]1[CH:23]=[CH:22][C:21]([C:19]2[O:9][N:8]=[C:2]([C:3]([O:5][CH2:6][CH3:7])=[O:4])[CH:20]=2)=[CH:26][CH:25]=1)([C:32]1[CH:45]=[CH:44][C:35]([O:36][CH2:37][C:38]2[CH:43]=[CH:42][CH:41]=[CH:40][N:39]=2)=[CH:34][CH:33]=1)[CH:28]([CH3:30])[CH3:29]. The catalyst class is: 1. (7) Reactant: [F:1][C:2]1([F:32])[CH2:7][CH2:6][N:5]([C:8]([C:10]2[NH:11][C:12]3[C:17]([CH:18]=2)=[CH:16][C:15]([C:19]([N:21]2[CH2:26][CH2:25][CH:24]([N:27]4[CH2:31][CH2:30][CH2:29][CH2:28]4)[CH2:23][CH2:22]2)=[O:20])=[CH:14][CH:13]=3)=[O:9])[CH2:4][CH2:3]1.[H-].[Na+].CS(O[CH2:40][C:41]([F:44])([F:43])[F:42])(=O)=O. Product: [F:32][C:2]1([F:1])[CH2:7][CH2:6][N:5]([C:8]([C:10]2[N:11]([CH2:40][C:41]([F:44])([F:43])[F:42])[C:12]3[C:17]([CH:18]=2)=[CH:16][C:15]([C:19]([N:21]2[CH2:22][CH2:23][CH:24]([N:27]4[CH2:31][CH2:30][CH2:29][CH2:28]4)[CH2:25][CH2:26]2)=[O:20])=[CH:14][CH:13]=3)=[O:9])[CH2:4][CH2:3]1. The catalyst class is: 9.